This data is from Full USPTO retrosynthesis dataset with 1.9M reactions from patents (1976-2016). The task is: Predict the reactants needed to synthesize the given product. (1) The reactants are: C(N(S(F)(F)[F:7])CC)C.[CH3:10][C:11]1[CH:16]=[C:15]([CH3:17])[C:14]([N:18]2[C:25]3[N:21]([N:22]=[C:23]([C:26]4[CH:27]=[N:28][CH:29]=[CH:30][CH:31]=4)[CH:24]=3)[CH:20]=[CH:19]2)=[CH:13][C:12]=1[NH:32][C:33](=[O:44])[C:34]1[CH:39]=[CH:38][CH:37]=[C:36]([C:40](O)([CH3:42])[CH3:41])[CH:35]=1.C(=O)(O)[O-].[Na+]. Given the product [CH3:10][C:11]1[CH:16]=[C:15]([CH3:17])[C:14]([N:18]2[C:25]3[N:21]([N:22]=[C:23]([C:26]4[CH:27]=[N:28][CH:29]=[CH:30][CH:31]=4)[CH:24]=3)[CH:20]=[CH:19]2)=[CH:13][C:12]=1[NH:32][C:33](=[O:44])[C:34]1[CH:39]=[CH:38][CH:37]=[C:36]([C:40]([F:7])([CH3:42])[CH3:41])[CH:35]=1, predict the reactants needed to synthesize it. (2) The reactants are: [C:1]([N:8]1[CH2:13][CH2:12][NH:11][CH2:10][CH2:9]1)([O:3][C:4]([CH3:7])(C)C)=[O:2].[CH3:14][CH2:15]N(C(C)C)C(C)C.Cl[CH2:24][C:25]([CH3:28])([OH:27])[CH3:26].[Na+].[I-]. Given the product [OH:27][C:25]([CH3:28])([CH3:26])[CH2:24][N:11]1[CH2:10][CH2:9][N:8]([C:1]([O:3][CH2:4][CH2:7][CH2:14][CH3:15])=[O:2])[CH2:13][CH2:12]1, predict the reactants needed to synthesize it. (3) Given the product [Cl:4][CH2:5][CH2:6][CH2:7][N:8]1[C:16]2[C:11](=[CH:12][CH:13]=[CH:14][C:15]=2[O:17][CH3:18])[C:10]([C:20]([NH:19][CH2:22][C:23]2[CH:28]=[CH:27][CH:26]=[C:25]([CH3:29])[CH:24]=2)=[O:21])=[CH:9]1, predict the reactants needed to synthesize it. The reactants are: [Mg+2].[I-].[I-].[Cl:4][CH2:5][CH2:6][CH2:7][N:8]1[C:16]2[C:11](=[CH:12][CH:13]=[CH:14][C:15]=2[O:17][CH3:18])[CH:10]=[CH:9]1.[N:19]([CH2:22][C:23]1[CH:28]=[CH:27][CH:26]=[C:25]([CH3:29])[CH:24]=1)=[C:20]=[O:21]. (4) Given the product [Br:1][C:9]1[C:8]([O:18][CH3:19])=[C:7]([C:3]([CH3:4])([CH3:6])[CH3:5])[CH:15]=[C:14]2[C:10]=1[CH2:11][CH:12]([CH3:17])[C:13]2=[O:16], predict the reactants needed to synthesize it. The reactants are: [Br:1]Br.[C:3]([C:7]1[CH:15]=[C:14]2[C:10]([CH2:11][CH:12]([CH3:17])[C:13]2=[O:16])=[CH:9][C:8]=1[O:18][CH3:19])([CH3:6])([CH3:5])[CH3:4].CC([O-])=O.[Na+]. (5) Given the product [Br:1][C:2]1[CH:3]=[C:4]2[C:9](=[CH:10][CH:11]=1)[C:8](=[O:12])[N:21]([CH2:20][C:19]1[CH:22]=[CH:23][C:16]([O:15][CH3:14])=[CH:17][CH:18]=1)[C:6](=[O:13])[CH2:5]2, predict the reactants needed to synthesize it. The reactants are: [Br:1][C:2]1[CH:3]=[C:4]2[C:9](=[CH:10][CH:11]=1)[C:8](=[O:12])O[C:6](=[O:13])[CH2:5]2.[CH3:14][O:15][C:16]1[CH:23]=[CH:22][C:19]([CH2:20][NH2:21])=[CH:18][CH:17]=1. (6) Given the product [Br:1][C:2]1[CH:10]=[CH:9][CH:8]=[C:7]2[C:3]=1[C:4]([CH:15]=[O:16])=[C:5]([C:11]([O:13][CH3:14])=[O:12])[N:6]2[CH2:18][CH2:19][CH2:20][O:21][C:22]1[C:31]2[C:26](=[CH:27][CH:28]=[CH:29][CH:30]=2)[CH:25]=[CH:24][CH:23]=1, predict the reactants needed to synthesize it. The reactants are: [Br:1][C:2]1[CH:10]=[CH:9][CH:8]=[C:7]2[C:3]=1[C:4]([CH:15]=[O:16])=[C:5]([C:11]([O:13][CH3:14])=[O:12])[NH:6]2.Br[CH2:18][CH2:19][CH2:20][O:21][C:22]1[C:31]2[C:26](=[CH:27][CH:28]=[CH:29][CH:30]=2)[CH:25]=[CH:24][CH:23]=1.C([O-])([O-])=O.[Cs+].[Cs+]. (7) Given the product [CH2:36]([O:35][CH:5]([CH2:6][C:7]1[CH:12]=[CH:11][C:10]([O:13][CH:14]([C:18]2[S:22][C:21]([C:23]3[CH:24]=[CH:25][C:26]([C:29]([F:30])([F:31])[F:32])=[CH:27][CH:28]=3)=[N:20][C:19]=2[CH3:33])[CH:15]([CH3:16])[CH3:17])=[CH:9][C:8]=1[CH3:34])[C:4]([OH:38])=[O:3])[CH3:37], predict the reactants needed to synthesize it. The reactants are: C([O:3][C:4](=[O:38])[CH:5]([O:35][CH2:36][CH3:37])[CH2:6][C:7]1[CH:12]=[CH:11][C:10]([O:13][CH:14]([C:18]2[S:22][C:21]([C:23]3[CH:28]=[CH:27][C:26]([C:29]([F:32])([F:31])[F:30])=[CH:25][CH:24]=3)=[N:20][C:19]=2[CH3:33])[CH:15]([CH3:17])[CH3:16])=[CH:9][C:8]=1[CH3:34])C.[Li+].[OH-]. (8) Given the product [Cl:1][C:2]1[CH:9]=[CH:8][C:5]([CH:6]([OH:7])[CH3:11])=[CH:4][C:3]=1[F:10], predict the reactants needed to synthesize it. The reactants are: [Cl:1][C:2]1[CH:9]=[CH:8][C:5]([CH:6]=[O:7])=[CH:4][C:3]=1[F:10].[CH3:11][Li]. (9) Given the product [C:13]1([C:2]2[CH:3]=[N:4][N:5]([CH:7]3[CH2:12][CH2:11][CH2:10][CH2:9][O:8]3)[CH:6]=2)[CH2:17][CH2:16][CH2:15][CH:14]=1, predict the reactants needed to synthesize it. The reactants are: I[C:2]1[CH:3]=[N:4][N:5]([CH:7]2[CH2:12][CH2:11][CH2:10][CH2:9][O:8]2)[CH:6]=1.[C:13]1(B2OC(C)(C)C(C)(C)O2)[CH2:17][CH2:16][CH2:15][CH:14]=1.C(=O)([O-])[O-].[Cs+].[Cs+].O1CCOCC1.